Task: Regression. Given two drug SMILES strings and cell line genomic features, predict the synergy score measuring deviation from expected non-interaction effect.. Dataset: Merck oncology drug combination screen with 23,052 pairs across 39 cell lines (1) Drug 1: CC(C)CC(NC(=O)C(Cc1ccccc1)NC(=O)c1cnccn1)B(O)O. Drug 2: Cn1cc(-c2cnn3c(N)c(Br)c(C4CCCNC4)nc23)cn1. Cell line: UWB1289BRCA1. Synergy scores: synergy=-30.7. (2) Drug 1: CCC1=CC2CN(C1)Cc1c([nH]c3ccccc13)C(C(=O)OC)(c1cc3c(cc1OC)N(C)C1C(O)(C(=O)OC)C(OC(C)=O)C4(CC)C=CCN5CCC31C54)C2. Drug 2: CCN(CC)CCNC(=O)c1c(C)[nH]c(C=C2C(=O)Nc3ccc(F)cc32)c1C. Cell line: HCT116. Synergy scores: synergy=0.686. (3) Synergy scores: synergy=-20.9. Cell line: NCIH23. Drug 2: C=CCn1c(=O)c2cnc(Nc3ccc(N4CCN(C)CC4)cc3)nc2n1-c1cccc(C(C)(C)O)n1. Drug 1: CCC1(O)CC2CN(CCc3c([nH]c4ccccc34)C(C(=O)OC)(c3cc4c(cc3OC)N(C)C3C(O)(C(=O)OC)C(OC(C)=O)C5(CC)C=CCN6CCC43C65)C2)C1. (4) Drug 1: CC(C)CC(NC(=O)C(Cc1ccccc1)NC(=O)c1cnccn1)B(O)O. Drug 2: NC1CCCCC1N.O=C(O)C(=O)O.[Pt+2]. Cell line: UACC62. Synergy scores: synergy=-10.8. (5) Drug 2: O=C(O)C1(Cc2cccc(Nc3nccs3)n2)CCC(Oc2cccc(Cl)c2F)CC1. Cell line: UWB1289. Synergy scores: synergy=-3.72. Drug 1: Nc1ccn(C2OC(CO)C(O)C2(F)F)c(=O)n1. (6) Drug 1: Nc1ccn(C2OC(CO)C(O)C2(F)F)c(=O)n1. Drug 2: CS(=O)(=O)CCNCc1ccc(-c2ccc3ncnc(Nc4ccc(OCc5cccc(F)c5)c(Cl)c4)c3c2)o1. Cell line: DLD1. Synergy scores: synergy=6.28. (7) Drug 1: O=C(CCCCCCC(=O)Nc1ccccc1)NO. Drug 2: O=C(NOCC(O)CO)c1ccc(F)c(F)c1Nc1ccc(I)cc1F. Cell line: ZR751. Synergy scores: synergy=3.86. (8) Drug 1: NC(=O)c1cccc2cn(-c3ccc(C4CCCNC4)cc3)nc12. Drug 2: Cn1cc(-c2cnn3c(N)c(Br)c(C4CCCNC4)nc23)cn1. Cell line: A427. Synergy scores: synergy=-12.1. (9) Drug 1: O=C(CCCCCCC(=O)Nc1ccccc1)NO. Drug 2: Cn1c(=O)n(-c2ccc(C(C)(C)C#N)cc2)c2c3cc(-c4cnc5ccccc5c4)ccc3ncc21. Cell line: OV90. Synergy scores: synergy=21.8. (10) Drug 1: CCC1(O)CC2CN(CCc3c([nH]c4ccccc34)C(C(=O)OC)(c3cc4c(cc3OC)N(C)C3C(O)(C(=O)OC)C(OC(C)=O)C5(CC)C=CCN6CCC43C65)C2)C1. Drug 2: Cc1nc(Nc2ncc(C(=O)Nc3c(C)cccc3Cl)s2)cc(N2CCN(CCO)CC2)n1. Cell line: SW837. Synergy scores: synergy=20.6.